Dataset: Full USPTO retrosynthesis dataset with 1.9M reactions from patents (1976-2016). Task: Predict the reactants needed to synthesize the given product. Given the product [C:1]([N:4]1[C:13]2[C:8](=[CH:9][C:10]([C:14]#[N:15])=[CH:11][CH:12]=2)[C@H:7]([NH:16][C:17]2[CH:22]=[CH:21][C:20]([Cl:23])=[C:19]([CH2:24][OH:25])[N:18]=2)[C@@H:6]([CH3:33])[C@@H:5]1[CH:34]1[CH2:36][CH2:35]1)(=[O:3])[CH3:2], predict the reactants needed to synthesize it. The reactants are: [C:1]([N:4]1[C:13]2[C:8](=[CH:9][C:10]([C:14]#[N:15])=[CH:11][CH:12]=2)[C@H:7]([NH:16][C:17]2[CH:22]=[CH:21][C:20]([Cl:23])=[C:19]([CH2:24][O:25][Si](C(C)(C)C)(C)C)[N:18]=2)[C@@H:6]([CH3:33])[C@@H:5]1[CH:34]1[CH2:36][CH2:35]1)(=[O:3])[CH3:2].CCCC[N+](CCCC)(CCCC)CCCC.[F-].